This data is from Forward reaction prediction with 1.9M reactions from USPTO patents (1976-2016). The task is: Predict the product of the given reaction. Given the reactants [NH2:1][C@H:2]1[C:14](=[O:15])[O:13][CH2:12][CH2:11][C@@H:10]([C:16]2[CH:21]=[CH:20][CH:19]=[CH:18][CH:17]=2)[NH:9][C:8](=[O:22])[CH2:7][CH2:6][CH:5]=[CH:4][CH2:3]1.C(N(CC)CC)C.[C:30](OC(=O)C)(=[O:32])[CH3:31], predict the reaction product. The product is: [O:22]=[C:8]1[CH2:7][CH2:6][CH:5]=[CH:4][CH2:3][C@@H:2]([NH:1][C:30](=[O:32])[CH3:31])[C:14](=[O:15])[O:13][CH2:12][CH2:11][C@@H:10]([C:16]2[CH:17]=[CH:18][CH:19]=[CH:20][CH:21]=2)[NH:9]1.